From a dataset of Forward reaction prediction with 1.9M reactions from USPTO patents (1976-2016). Predict the product of the given reaction. (1) Given the reactants [C:1]1([C:7]2[N:12]=[C:11]3[CH2:13][CH2:14][CH2:15][N:16]([CH2:17][C:18]4[CH:19]=[C:20]([OH:24])[CH:21]=[CH:22][CH:23]=4)[C:10]3=[N:9][C:8]=2[C:25]2[CH:30]=[CH:29][CH:28]=[CH:27][CH:26]=2)[CH:6]=[CH:5][CH:4]=[CH:3][CH:2]=1.C(=O)([O-])[O-].[K+].[K+].Br[CH2:38][C:39]([O:41][CH2:42][CH3:43])=[O:40], predict the reaction product. The product is: [C:1]1([C:7]2[N:12]=[C:11]3[CH2:13][CH2:14][CH2:15][N:16]([CH2:17][C:18]4[CH:19]=[C:20]([CH:21]=[CH:22][CH:23]=4)[O:24][CH2:38][C:39]([O:41][CH2:42][CH3:43])=[O:40])[C:10]3=[N:9][C:8]=2[C:25]2[CH:26]=[CH:27][CH:28]=[CH:29][CH:30]=2)[CH:2]=[CH:3][CH:4]=[CH:5][CH:6]=1. (2) The product is: [NH2:16][C:12]1[CH:13]=[CH:14][CH:15]=[C:3]([F:2])[C:4]=1[C:5]([NH:7][CH2:8][C:9]([OH:11])=[O:10])=[O:6]. Given the reactants [In].[F:2][C:3]1[CH:15]=[CH:14][CH:13]=[C:12]([N+:16]([O-])=O)[C:4]=1[C:5]([NH:7][CH2:8][C:9]([OH:11])=[O:10])=[O:6], predict the reaction product.